Predict the product of the given reaction. From a dataset of Forward reaction prediction with 1.9M reactions from USPTO patents (1976-2016). (1) The product is: [F:13][C:14]1[CH:15]=[C:16]([CH:20]([O:12][C:3]2[CH:4]=[C:5]([C:8]([F:10])([F:11])[F:9])[CH:6]=[CH:7][C:2]=2[F:1])[CH2:21][CH2:22][CH2:23][CH2:24][CH2:25][N:26]2[CH2:27][CH2:28][CH:29]([C:32]3[CH:33]=[C:34]([NH:38][C:39](=[O:43])[CH:40]([CH3:41])[CH3:42])[CH:35]=[CH:36][CH:37]=3)[CH2:30][CH2:31]2)[CH:17]=[CH:18][CH:19]=1. Given the reactants [F:1][C:2]1[CH:7]=[CH:6][C:5]([C:8]([F:11])([F:10])[F:9])=[CH:4][C:3]=1[OH:12].[F:13][C:14]1[CH:15]=[C:16]([CH:20](O)[CH2:21][CH2:22][CH2:23][CH2:24][CH2:25][N:26]2[CH2:31][CH2:30][CH:29]([C:32]3[CH:33]=[C:34]([NH:38][C:39](=[O:43])[CH:40]([CH3:42])[CH3:41])[CH:35]=[CH:36][CH:37]=3)[CH2:28][CH2:27]2)[CH:17]=[CH:18][CH:19]=1, predict the reaction product. (2) Given the reactants [Br:1][C:2]1[CH:3]=[C:4]([C:10]2[N:11]=[C:12]([C:15]([OH:17])=O)[S:13][CH:14]=2)[CH:5]=[C:6]([Br:9])[C:7]=1[OH:8].ON1C2C=CC=CC=2N=N1.C(N(C(C)C)CC)(C)C.[CH2:37]([CH:44]1[CH2:49][CH2:48][NH:47][CH2:46][CH2:45]1)[C:38]1[CH:43]=[CH:42][CH:41]=[CH:40][CH:39]=1, predict the reaction product. The product is: [CH2:37]([CH:44]1[CH2:49][CH2:48][N:47]([C:15]([C:12]2[S:13][CH:14]=[C:10]([C:4]3[CH:5]=[C:6]([Br:9])[C:7]([OH:8])=[C:2]([Br:1])[CH:3]=3)[N:11]=2)=[O:17])[CH2:46][CH2:45]1)[C:38]1[CH:43]=[CH:42][CH:41]=[CH:40][CH:39]=1. (3) Given the reactants [Br:1][C:2]1[CH:11]=[CH:10][C:9]2[C:4](=[CH:5][CH:6]=[C:7]([O:12][CH2:13][CH2:14]Br)[CH:8]=2)[CH:3]=1.C(=O)([O-])[O-].[K+].[K+].[C:22]1([CH3:28])C=C[CH:25]=[CH:24][CH:23]=1.C[N:30](C=O)C, predict the reaction product. The product is: [Br:1][C:2]1[CH:3]=[C:4]2[C:9](=[CH:10][CH:11]=1)[CH:8]=[C:7]([O:12][CH2:13][CH2:14][N:30]1[CH2:25][CH2:24][CH2:23][C@H:22]1[CH3:28])[CH:6]=[CH:5]2. (4) The product is: [Cl:17][C:16]1[C:15]([N+:18]([O-:20])=[O:19])=[CH:14][C:10]([C:11]([O:13][CH3:21])=[O:12])=[CH:9][C:8]=1[N+:5]([O-:7])=[O:6]. Given the reactants O=S(Cl)Cl.[N+:5]([C:8]1[CH:9]=[C:10]([CH:14]=[C:15]([N+:18]([O-:20])=[O:19])[C:16]=1[Cl:17])[C:11]([OH:13])=[O:12])([O-:7])=[O:6].[CH3:21]O, predict the reaction product. (5) Given the reactants [NH2:1][CH:2]1[CH2:7][N:6]([C:8](=[O:20])[C:9]2[CH:14]=[CH:13][CH:12]=[C:11]([C:15]3[O:16][CH:17]=[CH:18][CH:19]=3)[CH:10]=2)[CH2:5][CH:4]([C:21]([NH:23][C:24]2[CH:29]=[CH:28][C:27]([Cl:30])=[CH:26][CH:25]=2)=[O:22])[CH2:3]1.C=O.[C:33](O[BH-](OC(=O)C)OC(=O)C)(=O)C.[Na+], predict the reaction product. The product is: [Cl:30][C:27]1[CH:26]=[CH:25][C:24]([NH:23][C:21]([CH:4]2[CH2:3][CH:2]([NH:1][CH3:33])[CH2:7][N:6]([C:8](=[O:20])[C:9]3[CH:14]=[CH:13][CH:12]=[C:11]([C:15]4[O:16][CH:17]=[CH:18][CH:19]=4)[CH:10]=3)[CH2:5]2)=[O:22])=[CH:29][CH:28]=1.